Task: Predict the product of the given reaction.. Dataset: Forward reaction prediction with 1.9M reactions from USPTO patents (1976-2016) (1) Given the reactants [F:1][C:2]([F:20])([F:19])[C:3]1[CH:8]=[CH:7][C:6]([C:9]2[C:18]3[C:13](=[CH:14][N:15]=[CH:16][CH:17]=3)[CH2:12][CH2:11][N:10]=2)=[CH:5][CH:4]=1.[BH4-].[Na+], predict the reaction product. The product is: [F:20][C:2]([F:1])([F:19])[C:3]1[CH:4]=[CH:5][C:6]([CH:9]2[C:18]3[C:13](=[CH:14][N:15]=[CH:16][CH:17]=3)[CH2:12][CH2:11][NH:10]2)=[CH:7][CH:8]=1. (2) Given the reactants [CH:1]1([CH2:4][O:5][CH2:6][C:7]2[CH:8]=[CH:9][C:10]([NH2:14])=[N:11][C:12]=2[CH3:13])[CH2:3][CH2:2]1.[Cl:15][C:16]1[C:17]([CH3:26])=[C:18]([S:22](Cl)(=[O:24])=[O:23])[CH:19]=[CH:20][CH:21]=1, predict the reaction product. The product is: [Cl:15][C:16]1[C:17]([CH3:26])=[C:18]([S:22]([NH:14][C:10]2[CH:9]=[CH:8][C:7]([CH2:6][O:5][CH2:4][CH:1]3[CH2:3][CH2:2]3)=[C:12]([CH3:13])[N:11]=2)(=[O:24])=[O:23])[CH:19]=[CH:20][CH:21]=1. (3) Given the reactants [C:1]([NH:4][C:5]1[N:9]([CH2:10][C:11]([O:13][CH2:14][CH3:15])=[O:12])[N:8]=[C:7]([C:16]2[CH:21]=[CH:20][C:19]([F:22])=[CH:18][CH:17]=2)[CH:6]=1)(=[O:3])[CH3:2].[I:23](O)(=O)=O.II, predict the reaction product. The product is: [C:1]([NH:4][C:5]1[N:9]([CH2:10][C:11]([O:13][CH2:14][CH3:15])=[O:12])[N:8]=[C:7]([C:16]2[CH:17]=[CH:18][C:19]([F:22])=[CH:20][CH:21]=2)[C:6]=1[I:23])(=[O:3])[CH3:2].